This data is from Reaction yield outcomes from USPTO patents with 853,638 reactions. The task is: Predict the reaction yield, written as a fraction of the theoretical maximum amount of product (1.0 means a 100% yield; for example, 0.34 means a 34% yield). (1) The product is [C:77]([O:32][C:30]([N:21]1[CH2:22][CH2:24][CH:47]([C:45]2[CH:44]=[CH:43][C:42]([NH:53][C:16]([C:5]3[N:4]=[C:3]([Cl:2])[N:7]([CH2:8][O:9][CH2:10][CH2:11][Si:12]([CH3:13])([CH3:14])[CH3:15])[N:6]=3)=[O:18])=[C:41]([C:35]3[CH2:40][CH2:39][CH2:38][CH2:37][CH:36]=3)[CH:46]=2)[CH2:27][CH2:25]1)=[O:31])([CH3:76])([CH3:78])[CH3:87]. No catalyst specified. The yield is 0.850. The reactants are [K+].[Cl:2][C:3]1[N:7]([CH2:8][O:9][CH2:10][CH2:11][Si:12]([CH3:15])([CH3:14])[CH3:13])[N:6]=[C:5]([C:16]([O-:18])=O)[N:4]=1.CC[N:21]([CH:25]([CH3:27])C)[CH:22]([CH3:24])C.FC(F)(F)[C:30]([OH:32])=[O:31].[C:35]1([C:41]2[CH:46]=[C:45]([CH:47]3CCNCC3)[CH:44]=[CH:43][C:42]=2[NH:53]C(C2NC=C(C#N)N=2)=O)[CH2:40][CH2:39][CH2:38][CH2:37][CH:36]=1.C1CN([P+](Br)(N2[CH2:78][CH2:77][CH2:76]C2)N2CCCC2)CC1.F[P-](F)(F)(F)(F)F.[CH2:87](Cl)Cl. (2) The reactants are [C:1]([O:4][C@H:5]([CH3:25])[CH2:6][CH2:7][CH2:8][CH2:9][N:10]1[C:18](=[O:19])[C:17]2[N:16]3[CH2:20][CH2:21][NH:22][C:15]3=[N:14][C:13]=2[N:12]([CH3:23])[C:11]1=[O:24])(=[O:3])[CH3:2].C(N(C(C)C)CC)(C)C.[CH2:35]([O:37][CH2:38]Cl)[CH3:36]. The catalyst is C(Cl)(Cl)Cl. The product is [C:1]([O:4][C@H:5]([CH3:25])[CH2:6][CH2:7][CH2:8][CH2:9][N:10]1[C:18](=[O:19])[C:17]2[N:16]3[CH2:20][CH2:21][N:22]([CH2:38][O:37][CH2:35][CH3:36])[C:15]3=[N:14][C:13]=2[N:12]([CH3:23])[C:11]1=[O:24])(=[O:3])[CH3:2]. The yield is 0.490. (3) The reactants are [Cl:1][C:2]1[CH:7]=[CH:6][C:5]([S:8]([O-:10])=[O:9])=[CH:4][CH:3]=1.[Na+].[CH2:12](Br)[C:13]1[CH:18]=[CH:17][CH:16]=[CH:15][CH:14]=1. The catalyst is C(O)CCC. The product is [Cl:1][C:2]1[CH:7]=[CH:6][C:5]([S:8]([CH2:12][C:13]2[CH:18]=[CH:17][CH:16]=[CH:15][CH:14]=2)(=[O:10])=[O:9])=[CH:4][CH:3]=1. The yield is 0.730. (4) The reactants are Cl.[NH2:2][OH:3].C(N(CC)CC)C.[CH3:11][O:12][C:13](=[O:23])[C:14]1[CH:19]=[C:18]([CH3:20])[CH:17]=[C:16]([CH:21]=O)[CH:15]=1. The catalyst is CO. The product is [CH3:11][O:12][C:13](=[O:23])[C:14]1[CH:19]=[C:18]([CH3:20])[CH:17]=[C:16]([CH2:21][NH:2][OH:3])[CH:15]=1. The yield is 0.810. (5) The reactants are C(N(C(C)C)CC)(C)C.C[Si]([N:14]=[C:15]=[O:16])(C)C.[OH:17][CH:18]([CH2:34][N:35]1[C:43]2[CH2:42][CH2:41][NH:40][CH2:39][C:38]=2[C:37]([C:44]2[CH:49]=[CH:48][C:47]([I:50])=[CH:46][CH:45]=2)=[N:36]1)[CH2:19][N:20]1[CH2:25][CH2:24][N:23]([C:26]2[CH:33]=[CH:32][CH:31]=[CH:30][C:27]=2[C:28]#[N:29])[CH2:22][CH2:21]1. The catalyst is CN(C1C=CN=CC=1)C.N1C=CC=CC=1.C(Cl)Cl. The product is [C:28]([C:27]1[CH:30]=[CH:31][CH:32]=[CH:33][C:26]=1[N:23]1[CH2:22][CH2:21][N:20]([CH2:19][CH:18]([OH:17])[CH2:34][N:35]2[C:43]3[CH2:42][CH2:41][N:40]([C:15]([NH2:14])=[O:16])[CH2:39][C:38]=3[C:37]([C:44]3[CH:49]=[CH:48][C:47]([I:50])=[CH:46][CH:45]=3)=[N:36]2)[CH2:25][CH2:24]1)#[N:29]. The yield is 0.780. (6) The reactants are [CH3:1][C:2]1[O:3][C:4]([CH2:7][C:8]2[CH:13]=[CH:12][C:11]([CH2:14][CH2:15][N+:16]([O-:18])=O)=[CH:10][CH:9]=2)=[CH:5][CH:6]=1.CO.C[O-].[Li+].C(Cl)[Cl:25]. The catalyst is [Ti](Cl)(Cl)(Cl)Cl.O.O1CCCC1. The product is [CH3:1][C:2]1[O:3][C:4]([CH2:7][C:8]2[CH:13]=[CH:12][C:11]([CH2:14][C:15]([Cl:25])=[N:16][OH:18])=[CH:10][CH:9]=2)=[CH:5][CH:6]=1. The yield is 0.840. (7) The reactants are [Br:1][C:2]1[CH:31]=[CH:30][C:5]([CH2:6][N:7]2[CH2:11][CH2:10][C:9]3([CH2:16][CH2:15][N:14]([CH2:17][CH2:18][CH:19]([C:23]4[CH:28]=[CH:27][CH:26]=[CH:25][CH:24]=4)[C:20]([OH:22])=O)[CH2:13][CH2:12]3)[C:8]2=[O:29])=[CH:4][CH:3]=1.[CH:32]1([NH2:38])[CH2:37][CH2:36][CH2:35][CH2:34][CH2:33]1.C1CCC(N=C=NC2CCCCC2)CC1.[Cl:54]CCCl. No catalyst specified. The product is [ClH:54].[Br:1][C:2]1[CH:3]=[CH:4][C:5]([CH2:6][N:7]2[CH2:11][CH2:10][C:9]3([CH2:12][CH2:13][N:14]([CH2:17][CH2:18][CH:19]([C:23]4[CH:28]=[CH:27][CH:26]=[CH:25][CH:24]=4)[C:20]([NH:38][CH:32]4[CH2:37][CH2:36][CH2:35][CH2:34][CH2:33]4)=[O:22])[CH2:15][CH2:16]3)[C:8]2=[O:29])=[CH:30][CH:31]=1. The yield is 0.390. (8) The reactants are [OH:1][C:2]1([CH2:9][N:10]2[CH2:15][CH2:14][C:13]3[NH:16][C:17]([CH:20]=O)=[C:18]([CH3:19])[C:12]=3[C:11]2=[O:22])[CH2:7][CH2:6][N:5]([CH3:8])[CH2:4][CH2:3]1.[Cl:23][C:24]1[CH:25]=[C:26]2[C:30](=[CH:31][CH:32]=1)[NH:29][C:28](=[O:33])[CH2:27]2. No catalyst specified. The product is [Cl:23][C:24]1[CH:25]=[C:26]2[C:30](=[CH:31][CH:32]=1)[NH:29][C:28](=[O:33])[C:27]2=[CH:20][C:17]1[NH:16][C:13]2[CH2:14][CH2:15][N:10]([CH2:9][C:2]3([OH:1])[CH2:7][CH2:6][N:5]([CH3:8])[CH2:4][CH2:3]3)[C:11](=[O:22])[C:12]=2[C:18]=1[CH3:19]. The yield is 0.591. (9) The reactants are C([O:8][C:9]1[N:14]=[C:13]([N:15]2[CH2:36][CH2:35][C:18]3([C:22](=[O:23])[N:21]([C:24]4[CH:29]=[CH:28][C:27]([O:30][C:31]([F:34])([F:33])[F:32])=[CH:26][CH:25]=4)[CH2:20][CH2:19]3)[CH2:17][CH2:16]2)[CH:12]=[CH:11][CH:10]=1)C1C=CC=CC=1. The catalyst is CO.[Pd]. The product is [OH:8][C:9]1[N:14]=[C:13]([N:15]2[CH2:36][CH2:35][C:18]3([C:22](=[O:23])[N:21]([C:24]4[CH:29]=[CH:28][C:27]([O:30][C:31]([F:32])([F:34])[F:33])=[CH:26][CH:25]=4)[CH2:20][CH2:19]3)[CH2:17][CH2:16]2)[CH:12]=[CH:11][CH:10]=1. The yield is 0.230. (10) The reactants are [NH:1]1[CH:5]=[C:4]([CH2:6][C:7]([NH:9][C@@H:10]([CH2:27][O:28][CH2:29][C:30]2[CH:35]=[CH:34][CH:33]=[CH:32][CH:31]=2)[C:11]([NH:13][C:14]2[CH:19]=[CH:18][C:17]([O:20][C:21]3[S:22][C:23](Br)=[CH:24][N:25]=3)=[CH:16][CH:15]=2)=[O:12])=[O:8])[N:3]=[CH:2]1.C([O-])=O.[NH4+]. The catalyst is [Pd].CO. The product is [NH:1]1[CH:5]=[C:4]([CH2:6][C:7]([NH:9][C@@H:10]([CH2:27][O:28][CH2:29][C:30]2[CH:31]=[CH:32][CH:33]=[CH:34][CH:35]=2)[C:11]([NH:13][C:14]2[CH:15]=[CH:16][C:17]([O:20][C:21]3[S:22][CH:23]=[CH:24][N:25]=3)=[CH:18][CH:19]=2)=[O:12])=[O:8])[N:3]=[CH:2]1. The yield is 0.510.